Dataset: Forward reaction prediction with 1.9M reactions from USPTO patents (1976-2016). Task: Predict the product of the given reaction. (1) Given the reactants [C:1]([C:3]1[CH:4]=[C:5]([CH:9]=[CH:10][CH:11]=1)[C:6]([OH:8])=O)#[N:2].C1C=CC2N(O)N=NC=2C=1.CCN=C=NCCCN(C)C.CCN(C(C)C)C(C)C.[NH2:42][CH:43]1[CH:47]([OH:48])[CH2:46][N:45]([C:49]([O:51][C:52]([CH3:55])([CH3:54])[CH3:53])=[O:50])[CH2:44]1, predict the reaction product. The product is: [C:1]([C:3]1[CH:4]=[C:5]([CH:9]=[CH:10][CH:11]=1)[C:6]([NH:42][CH:43]1[CH:47]([OH:48])[CH2:46][N:45]([C:49]([O:51][C:52]([CH3:55])([CH3:54])[CH3:53])=[O:50])[CH2:44]1)=[O:8])#[N:2]. (2) Given the reactants [CH3:1][O:2][C:3]1[C:4]([NH:27][C:28]2[CH:33]=[CH:32][N:31]=[CH:30][C:29]=2[C:34]([O-])=[O:35])=[N:5][C:6]([C:9]2[C:17]3[C:12](=[CH:13][CH:14]=[CH:15][CH:16]=3)[N:11]([CH2:18][C:19]3[CH:24]=[CH:23][C:22]([O:25][CH3:26])=[CH:21][CH:20]=3)[N:10]=2)=[N:7][CH:8]=1.[Li+].C1C[N:41]([P+](ON2N=NC3C=CC=CC2=3)(N2CCCC2)N2CCCC2)[CH2:40]C1.F[P-](F)(F)(F)(F)F.C(N(CC)C(C)C)(C)C.CN.O1CCCC1, predict the reaction product. The product is: [CH3:1][O:2][C:3]1[C:4]([NH:27][C:28]2[C:29]([C:34]([NH:41][CH3:40])=[O:35])=[CH:30][N:31]=[CH:32][CH:33]=2)=[N:5][C:6]([C:9]2[C:17]3[C:12](=[CH:13][CH:14]=[CH:15][CH:16]=3)[N:11]([CH2:18][C:19]3[CH:20]=[CH:21][C:22]([O:25][CH3:26])=[CH:23][CH:24]=3)[N:10]=2)=[N:7][CH:8]=1. (3) Given the reactants [C:1]1([C:7]2[CH:8]=[C:9]3[C:13](=[C:14]([C:16]([NH2:18])=[O:17])[CH:15]=2)[NH:12][CH:11]=[CH:10]3)[CH:6]=[CH:5][CH:4]=[CH:3][CH:2]=1.[OH-].[K+].O.Cl.[C:23]1([CH2:29][N:30]2[CH2:35][CH2:34][CH2:33][C:32](=O)[CH2:31]2)[CH:28]=[CH:27][CH:26]=[CH:25][CH:24]=1, predict the reaction product. The product is: [C:1]1([C:7]2[CH:8]=[C:9]3[C:13](=[C:14]([C:16]([NH2:18])=[O:17])[CH:15]=2)[NH:12][CH:11]=[C:10]3[CH:32]2[CH2:33][CH2:34][CH2:35][NH:30][CH2:31]2)[CH:6]=[CH:5][CH:4]=[CH:3][CH:2]=1.[C:1]1([C:7]2[CH:8]=[C:9]3[C:13](=[C:14]([C:16]([NH2:18])=[O:17])[CH:15]=2)[NH:12][CH:11]=[C:10]3[CH:32]2[CH2:33][CH2:34][CH2:35][N:30]([CH2:29][C:23]3[CH:28]=[CH:27][CH:26]=[CH:25][CH:24]=3)[CH2:31]2)[CH:6]=[CH:5][CH:4]=[CH:3][CH:2]=1.